The task is: Predict the reactants needed to synthesize the given product.. This data is from Retrosynthesis with 50K atom-mapped reactions and 10 reaction types from USPTO. (1) The reactants are: CC(C)OC(=O)c1cccc(C#C[Si](C)(C)C)c1. Given the product C#Cc1cccc(C(=O)OC(C)C)c1, predict the reactants needed to synthesize it. (2) Given the product CC(C)(C)OC(=O)c1ccc(Nc2nc(NC3(c4cccc(Br)c4)CC3)nc(OCC(F)(F)F)n2)cc1, predict the reactants needed to synthesize it. The reactants are: CC(C)(C)OC(=O)c1ccc(Nc2nc(Cl)nc(OCC(F)(F)F)n2)cc1.NC1(c2cccc(Br)c2)CC1. (3) Given the product COc1nc2ccc(Br)cc2c(Cl)c1C(=O)O, predict the reactants needed to synthesize it. The reactants are: CCOC(=O)c1c(OC)nc2ccc(Br)cc2c1Cl.